From a dataset of Forward reaction prediction with 1.9M reactions from USPTO patents (1976-2016). Predict the product of the given reaction. Given the reactants [C:1]([CH2:4][C:5]1[N:9]2[CH:10]=[C:11]([C:18]3[CH:22]=[CH:21][O:20][CH:19]=3)[CH:12]=[C:13]([C:14]([F:17])([F:16])[F:15])[C:8]2=[N:7][C:6]=1[C:23]([OH:25])=[O:24])([OH:3])=[O:2].S(Cl)(Cl)=O.[CH3:30]O, predict the reaction product. The product is: [O:20]1[CH:21]=[CH:22][C:18]([C:11]2[CH:12]=[C:13]([C:14]([F:15])([F:16])[F:17])[C:8]3[N:9]([C:5]([CH2:4][C:1]([O:3][CH3:30])=[O:2])=[C:6]([C:23]([OH:25])=[O:24])[N:7]=3)[CH:10]=2)=[CH:19]1.